This data is from CYP2C9 substrate classification data from Carbon-Mangels et al.. The task is: Regression/Classification. Given a drug SMILES string, predict its absorption, distribution, metabolism, or excretion properties. Task type varies by dataset: regression for continuous measurements (e.g., permeability, clearance, half-life) or binary classification for categorical outcomes (e.g., BBB penetration, CYP inhibition). Dataset: cyp2c9_substrate_carbonmangels. (1) The drug is C[C@@H](C(=O)O)c1ccc2c(c1)CC(=O)c1ccccc1S2. The result is 1 (substrate). (2) The compound is CN1C[C@H](C(=O)N[C@]2(C)O[C@@]3(O)[C@@H]4CCCN4C(=O)[C@H](Cc4ccccc4)N3C2=O)C[C@@H]2c3cccc4[nH]cc(c34)C[C@H]21. The result is 0 (non-substrate). (3) The drug is Cc1cccc(C)c1NC(=O)[C@H](C)N. The result is 0 (non-substrate). (4) The drug is COc1cc2c(c(OC)c1OC)-c1ccc(OC)c(=O)cc1[C@@H](NC(C)=O)CC2. The result is 0 (non-substrate). (5) The compound is Cc1ccc(O)c([C@@H](CCN(C(C)C)C(C)C)c2ccccc2)c1. The result is 1 (substrate).